Dataset: Full USPTO retrosynthesis dataset with 1.9M reactions from patents (1976-2016). Task: Predict the reactants needed to synthesize the given product. (1) The reactants are: CN(C)C=[CH:4][C:5]([C:7]1[CH:8]=[C:9]([NH:13][C:14](=[O:25])[C:15]2[CH:20]=[CH:19][CH:18]=[C:17]([C:21]([F:24])([F:23])[F:22])[CH:16]=2)[CH:10]=[CH:11][CH:12]=1)=[O:6].C(N)(=O)C1C=CC=CC=1. Given the product [C:5]([C:7]1[CH:8]=[C:9]([NH:13][C:14](=[O:25])[C:15]2[CH:20]=[CH:19][CH:18]=[C:17]([C:21]([F:23])([F:22])[F:24])[CH:16]=2)[CH:10]=[CH:11][CH:12]=1)(=[O:6])[CH3:4], predict the reactants needed to synthesize it. (2) Given the product [NH2:1][C:2]1[C:3]([C:9](=[N:12][OH:13])[NH2:10])=[N:4][C:5]([Br:8])=[CH:6][N:7]=1, predict the reactants needed to synthesize it. The reactants are: [NH2:1][C:2]1[C:3]([C:9]#[N:10])=[N:4][C:5]([Br:8])=[CH:6][N:7]=1.Cl.[NH2:12][OH:13].C(N(CC)CC)C. (3) The reactants are: [OH:1][CH2:2][C:3]1[CH:8]=[CH:7][C:6]([S:9]([NH2:12])(=[O:11])=[O:10])=[CH:5][CH:4]=1.[CH3:13][C:14]([Si:17](Cl)([CH3:19])[CH3:18])([CH3:16])[CH3:15].N1C=CN=C1. Given the product [Si:17]([O:1][CH2:2][C:3]1[CH:4]=[CH:5][C:6]([S:9]([NH2:12])(=[O:10])=[O:11])=[CH:7][CH:8]=1)([C:14]([CH3:16])([CH3:15])[CH3:13])([CH3:19])[CH3:18], predict the reactants needed to synthesize it. (4) The reactants are: [F:1][C:2]([S:5][C:6]1[CH:11]=[CH:10][C:9]([CH:12]=[CH:13][C:14]([NH2:16])=[O:15])=[CH:8][CH:7]=1)([F:4])[F:3].[Cl:17][CH:18](Cl)[C:19](=O)[CH3:20]. Given the product [Cl:17][CH2:18][C:19]1[N:16]=[C:14]([CH:13]=[CH:12][C:9]2[CH:8]=[CH:7][C:6]([S:5][C:2]([F:4])([F:3])[F:1])=[CH:11][CH:10]=2)[O:15][CH:20]=1, predict the reactants needed to synthesize it. (5) Given the product [CH3:8][O:9][C:10]1[CH:15]=[CH:14][CH:13]=[CH:12][C:11]=1[C:18]#[C:17][C:19]1([OH:28])[CH:24]([CH3:25])[CH2:23][CH2:22][CH2:21][C:20]1([CH3:27])[CH3:26], predict the reactants needed to synthesize it. The reactants are: C1(C)C=CC=CC=1.[CH3:8][O:9][C:10]1[CH:15]=[CH:14][CH:13]=[CH:12][C:11]=1I.[C:17]([C:19]1([OH:28])[CH:24]([CH3:25])[CH2:23][CH2:22][CH2:21][C:20]1([CH3:27])[CH3:26])#[CH:18].C(NC(C)C)(C)C. (6) Given the product [N:3]1[C:7]2[CH:8]=[CH:9][CH:10]=[CH:11][C:6]=2[NH:5][C:4]=1[CH2:12][NH:13][C:14]([C:16]1[CH:17]=[CH:18][C:19]2[NH:25][C@@H:24]([CH2:26][C:27]([OH:29])=[O:28])[C:23](=[O:31])[N:22]([CH3:32])[CH2:21][C:20]=2[CH:33]=1)=[O:15], predict the reactants needed to synthesize it. The reactants are: [OH-].[Na+].[N:3]1[C:7]2[CH:8]=[CH:9][CH:10]=[CH:11][C:6]=2[NH:5][C:4]=1[CH2:12][NH:13][C:14]([C:16]1[CH:17]=[CH:18][C:19]2[NH:25][C@@H:24]([CH2:26][C:27]([O:29]C)=[O:28])[C:23](=[O:31])[N:22]([CH3:32])[CH2:21][C:20]=2[CH:33]=1)=[O:15].CO. (7) The reactants are: [CH3:1][O:2][C:3]([C:6]1[N:10]([CH2:11][CH:12]2[CH2:17][CH2:16][O:15][CH2:14][CH2:13]2)[C:9]2[CH:18]=[CH:19][C:20]([N:22]([CH3:35])[S:23]([C:26]3[CH:31]=[CH:30][C:29]([N+:32]([O-])=O)=[CH:28][CH:27]=3)(=[O:25])=[O:24])=[CH:21][C:8]=2[N:7]=1)([CH3:5])[CH3:4]. Given the product [NH2:32][C:29]1[CH:30]=[CH:31][C:26]([S:23]([N:22]([C:20]2[CH:19]=[CH:18][C:9]3[N:10]([CH2:11][CH:12]4[CH2:13][CH2:14][O:15][CH2:16][CH2:17]4)[C:6]([C:3]([O:2][CH3:1])([CH3:5])[CH3:4])=[N:7][C:8]=3[CH:21]=2)[CH3:35])(=[O:25])=[O:24])=[CH:27][CH:28]=1, predict the reactants needed to synthesize it.